Dataset: Forward reaction prediction with 1.9M reactions from USPTO patents (1976-2016). Task: Predict the product of the given reaction. (1) Given the reactants [N+:1]([C:4]1[CH:5]=[C:6]2[C:10](=[CH:11][CH:12]=1)[NH:9][CH:8]=[CH:7]2)([O-:3])=[O:2].[Al+3].[Cl-].[Cl-].[Cl-].Br[C:18]([CH3:21])([CH3:20])[CH3:19], predict the reaction product. The product is: [C:18]([C:7]1[C:6]2[C:10](=[CH:11][CH:12]=[C:4]([N+:1]([O-:3])=[O:2])[CH:5]=2)[NH:9][CH:8]=1)([CH3:21])([CH3:20])[CH3:19]. (2) Given the reactants [Cl:1][C:2]1[CH:7]=[C:6]([Cl:8])[CH:5]=[CH:4][C:3]=1[C:9]1([C:12]([OH:14])=O)[CH2:11][CH2:10]1.C(N(CC)CC)C.C(Cl)(=O)C([Cl:25])=O, predict the reaction product. The product is: [Cl:1][C:2]1[CH:7]=[C:6]([Cl:8])[CH:5]=[CH:4][C:3]=1[C:9]1([C:12]([Cl:25])=[O:14])[CH2:11][CH2:10]1. (3) Given the reactants N(C(OC(C)C)=O)=NC(OC(C)C)=O.C1(P(C2C=CC=CC=2)C2C=CC=CC=2)C=CC=CC=1.[C:34]([O:38][C:39](=[O:64])[N:40]([CH2:51][CH2:52][C:53](=[O:63])[NH:54][O:55][CH2:56][C:57]1[CH:62]=[CH:61][CH:60]=[CH:59][CH:58]=1)[C@@H:41]([CH2:49]O)[CH2:42][C:43]1[CH:48]=[CH:47][CH:46]=[CH:45][CH:44]=1)([CH3:37])([CH3:36])[CH3:35], predict the reaction product. The product is: [C:34]([O:38][C:39]([N:40]1[CH2:51][CH2:52][C:53](=[O:63])[N:54]([O:55][CH2:56][C:57]2[CH:62]=[CH:61][CH:60]=[CH:59][CH:58]=2)[CH2:49][C@H:41]1[CH2:42][C:43]1[CH:48]=[CH:47][CH:46]=[CH:45][CH:44]=1)=[O:64])([CH3:37])([CH3:36])[CH3:35]. (4) Given the reactants [NH2:1][C:2]1[CH:3]=[C:4]([CH:15]=[C:16](Br)[CH:17]=1)[C:5]([NH:7][CH2:8][CH2:9][O:10][CH2:11][CH2:12][O:13][CH3:14])=[O:6].[C:19]([Si:21]([CH:28]([CH3:30])[CH3:29])([CH:25]([CH3:27])[CH3:26])[CH:22]([CH3:24])[CH3:23])#[CH:20].CCN(CC)CC, predict the reaction product. The product is: [NH2:1][C:2]1[CH:3]=[C:4]([CH:15]=[C:16]([C:20]#[C:19][Si:21]([CH:22]([CH3:24])[CH3:23])([CH:28]([CH3:30])[CH3:29])[CH:25]([CH3:27])[CH3:26])[CH:17]=1)[C:5]([NH:7][CH2:8][CH2:9][O:10][CH2:11][CH2:12][O:13][CH3:14])=[O:6].